From a dataset of Forward reaction prediction with 1.9M reactions from USPTO patents (1976-2016). Predict the product of the given reaction. Given the reactants [H-].[Al+3].[Li+].[H-].[H-].[H-].[CH2:7]([N:14]1[CH2:19][C:18](=O)[NH:17][C@H:16]([CH2:21][C:22]2[CH:27]=[CH:26][C:25]([F:28])=[CH:24][CH:23]=2)[C:15]1=O)[C:8]1[CH:13]=[CH:12][CH:11]=[CH:10][CH:9]=1, predict the reaction product. The product is: [CH2:7]([N:14]1[CH2:19][CH2:18][NH:17][C@H:16]([CH2:21][C:22]2[CH:23]=[CH:24][C:25]([F:28])=[CH:26][CH:27]=2)[CH2:15]1)[C:8]1[CH:9]=[CH:10][CH:11]=[CH:12][CH:13]=1.